This data is from NCI-60 drug combinations with 297,098 pairs across 59 cell lines. The task is: Regression. Given two drug SMILES strings and cell line genomic features, predict the synergy score measuring deviation from expected non-interaction effect. (1) Drug 1: C1=CC(=CC=C1CC(C(=O)O)N)N(CCCl)CCCl.Cl. Drug 2: C(CCl)NC(=O)N(CCCl)N=O. Cell line: RXF 393. Synergy scores: CSS=10.6, Synergy_ZIP=-2.11, Synergy_Bliss=2.33, Synergy_Loewe=-0.897, Synergy_HSA=0.735. (2) Drug 1: CCC1(CC2CC(C3=C(CCN(C2)C1)C4=CC=CC=C4N3)(C5=C(C=C6C(=C5)C78CCN9C7C(C=CC9)(C(C(C8N6C)(C(=O)OC)O)OC(=O)C)CC)OC)C(=O)OC)O.OS(=O)(=O)O. Drug 2: B(C(CC(C)C)NC(=O)C(CC1=CC=CC=C1)NC(=O)C2=NC=CN=C2)(O)O. Cell line: NCI-H522. Synergy scores: CSS=62.0, Synergy_ZIP=-1.67, Synergy_Bliss=-2.93, Synergy_Loewe=-6.04, Synergy_HSA=-3.11. (3) Drug 1: C1=C(C(=O)NC(=O)N1)F. Drug 2: CCC(=C(C1=CC=CC=C1)C2=CC=C(C=C2)OCCN(C)C)C3=CC=CC=C3.C(C(=O)O)C(CC(=O)O)(C(=O)O)O. Cell line: NCI-H522. Synergy scores: CSS=10.2, Synergy_ZIP=-9.64, Synergy_Bliss=-11.7, Synergy_Loewe=-13.6, Synergy_HSA=-12.2. (4) Drug 1: C1=CC(=CC=C1CC(C(=O)O)N)N(CCCl)CCCl.Cl. Drug 2: CC1CCC2CC(C(=CC=CC=CC(CC(C(=O)C(C(C(=CC(C(=O)CC(OC(=O)C3CCCCN3C(=O)C(=O)C1(O2)O)C(C)CC4CCC(C(C4)OC)O)C)C)O)OC)C)C)C)OC. Cell line: MCF7. Synergy scores: CSS=25.3, Synergy_ZIP=-14.6, Synergy_Bliss=-8.01, Synergy_Loewe=-10.2, Synergy_HSA=-3.14. (5) Drug 1: CCC1=CC2CC(C3=C(CN(C2)C1)C4=CC=CC=C4N3)(C5=C(C=C6C(=C5)C78CCN9C7C(C=CC9)(C(C(C8N6C)(C(=O)OC)O)OC(=O)C)CC)OC)C(=O)OC.C(C(C(=O)O)O)(C(=O)O)O. Drug 2: C1=CC=C(C=C1)NC(=O)CCCCCCC(=O)NO. Cell line: HOP-62. Synergy scores: CSS=28.7, Synergy_ZIP=-9.78, Synergy_Bliss=1.71, Synergy_Loewe=-5.25, Synergy_HSA=3.36. (6) Drug 1: C1CN1C2=NC(=NC(=N2)N3CC3)N4CC4. Drug 2: C1=C(C(=O)NC(=O)N1)F. Cell line: SK-MEL-28. Synergy scores: CSS=40.1, Synergy_ZIP=-4.87, Synergy_Bliss=-3.93, Synergy_Loewe=1.02, Synergy_HSA=2.74. (7) Drug 1: CC1OCC2C(O1)C(C(C(O2)OC3C4COC(=O)C4C(C5=CC6=C(C=C35)OCO6)C7=CC(=C(C(=C7)OC)O)OC)O)O. Drug 2: CCCS(=O)(=O)NC1=C(C(=C(C=C1)F)C(=O)C2=CNC3=C2C=C(C=N3)C4=CC=C(C=C4)Cl)F. Cell line: NCI-H460. Synergy scores: CSS=35.5, Synergy_ZIP=0.893, Synergy_Bliss=-0.608, Synergy_Loewe=-20.7, Synergy_HSA=-1.65. (8) Drug 1: CS(=O)(=O)C1=CC(=C(C=C1)C(=O)NC2=CC(=C(C=C2)Cl)C3=CC=CC=N3)Cl. Drug 2: CC(C)NC(=O)C1=CC=C(C=C1)CNNC.Cl. Cell line: MDA-MB-231. Synergy scores: CSS=-2.72, Synergy_ZIP=-1.48, Synergy_Bliss=-5.25, Synergy_Loewe=-7.57, Synergy_HSA=-7.39. (9) Drug 1: CN1C(=O)N2C=NC(=C2N=N1)C(=O)N. Drug 2: C1=NC(=NC(=O)N1C2C(C(C(O2)CO)O)O)N. Cell line: DU-145. Synergy scores: CSS=9.49, Synergy_ZIP=-0.938, Synergy_Bliss=6.77, Synergy_Loewe=-17.5, Synergy_HSA=-0.731. (10) Drug 1: CNC(=O)C1=NC=CC(=C1)OC2=CC=C(C=C2)NC(=O)NC3=CC(=C(C=C3)Cl)C(F)(F)F. Drug 2: C1=CC=C(C(=C1)C(C2=CC=C(C=C2)Cl)C(Cl)Cl)Cl. Cell line: 786-0. Synergy scores: CSS=0.975, Synergy_ZIP=5.91, Synergy_Bliss=7.28, Synergy_Loewe=2.61, Synergy_HSA=3.13.